Dataset: Full USPTO retrosynthesis dataset with 1.9M reactions from patents (1976-2016). Task: Predict the reactants needed to synthesize the given product. (1) Given the product [CH3:1][O:2][C:3]([C:5]1[S:6][C:7]([C:11](=[O:13])[NH:27][CH2:25][C:24]2[CH:23]=[CH:22][CH:18]=[C:17]3[C:31]=2[CH:20]=[CH:19][NH:16]3)=[CH:8][C:9]=1[CH3:10])=[O:4], predict the reactants needed to synthesize it. The reactants are: [CH3:1][O:2][C:3]([C:5]1[S:6][C:7]([C:11]([OH:13])=O)=[CH:8][C:9]=1[CH3:10])=[O:4].C([N:16]([CH2:19][CH3:20])[CH2:17][CH3:18])C.C1[CH:22]=[CH:23][C:24]2N(O)N=[N:27][C:25]=2C=1.[CH3:31]N(C(ON1N=NC2C=CC=CC1=2)=[N+](C)C)C.F[P-](F)(F)(F)(F)F. (2) Given the product [CH3:4][O:3][P:2]([CH2:1][C:15](=[O:16])[CH:14]([CH3:13])[CH2:19][C:20]#[C:21][CH3:22])(=[O:7])[O:5][CH3:6], predict the reactants needed to synthesize it. The reactants are: [CH3:1][P:2](=[O:7])([O:5][CH3:6])[O:3][CH3:4].[Li]CCCC.[CH3:13][CH:14]([CH2:19][C:20]#[C:21][CH3:22])[C:15](OC)=[O:16]. (3) Given the product [CH3:1][O:2][C:3]1[CH:4]=[C:5]2[C:10](=[C:11]([NH:13][S:20]([C:14]3[CH:19]=[CH:18][CH:17]=[CH:16][CH:15]=3)(=[O:22])=[O:21])[CH:12]=1)[N:9]=[CH:8][CH:7]=[CH:6]2, predict the reactants needed to synthesize it. The reactants are: [CH3:1][O:2][C:3]1[CH:4]=[C:5]2[C:10](=[C:11]([NH2:13])[CH:12]=1)[N:9]=[CH:8][CH:7]=[CH:6]2.[C:14]1([S:20](Cl)(=[O:22])=[O:21])[CH:19]=[CH:18][CH:17]=[CH:16][CH:15]=1.